From a dataset of Full USPTO retrosynthesis dataset with 1.9M reactions from patents (1976-2016). Predict the reactants needed to synthesize the given product. (1) Given the product [CH3:1][N:2]([CH3:28])[CH2:3][C@@H:4]([NH2:5])[CH:41]([CH3:42])[CH3:45], predict the reactants needed to synthesize it. The reactants are: [CH3:1][NH:2][CH3:3].[CH3:4][N:5](C(ON1N=NC2C=CC=CC1=2)=[N+](C)C)C.F[P-](F)(F)(F)(F)F.[C:28]([O-])(O)=O.[Na+].[H-].[H-].[H-].[H-].[Li+].[Al+3].[OH-].[Na+].[CH2:41]1[CH2:45]OC[CH2:42]1. (2) Given the product [CH2:7]([C:9]1[C:20]([CH:21]([OH:23])[CH3:22])=[C:12]2[C:13]3[CH2:19][CH2:18][O:17][C:14]=3[CH:15]=[CH:16][N:11]2[N:10]=1)[CH3:8], predict the reactants needed to synthesize it. The reactants are: [H-].[Al+3].[Li+].[H-].[H-].[H-].[CH2:7]([C:9]1[C:20]([C:21](=[O:23])[CH3:22])=[C:12]2[C:13]3[CH2:19][CH2:18][O:17][C:14]=3[CH:15]=[CH:16][N:11]2[N:10]=1)[CH3:8].O.O.O.O.O.O.O.O.O.O.S([O-])([O-])(=O)=O.[Na+].[Na+]. (3) Given the product [Br:19][C:20]1[CH:25]=[C:24]([C:2]2[N:7]=[C:6]([CH3:8])[CH:5]=[C:4]([C:9]3[CH:10]=[N:11][C:12]([C:15]([F:18])([F:17])[F:16])=[CH:13][CH:14]=3)[N:3]=2)[CH:23]=[CH:22][CH:21]=1, predict the reactants needed to synthesize it. The reactants are: Cl[C:2]1[N:7]=[C:6]([CH3:8])[CH:5]=[C:4]([C:9]2[CH:10]=[N:11][C:12]([C:15]([F:18])([F:17])[F:16])=[CH:13][CH:14]=2)[N:3]=1.[Br:19][C:20]1[CH:21]=[C:22](B(O)O)[CH:23]=[CH:24][CH:25]=1. (4) Given the product [N:39]([CH2:14][C@@H:12]1[C@@H:11]([OH:26])[C@H:10]([OH:27])[C@@H:9]([OH:28])[C@H:8]([C:5]2[CH:6]=[CH:7][C:2]([Cl:1])=[C:3]([CH2:29][C:30]3[CH:35]=[CH:34][C:33]([O:36][CH2:37][CH3:38])=[CH:32][CH:31]=3)[CH:4]=2)[O:13]1)=[N+:40]=[N-:41], predict the reactants needed to synthesize it. The reactants are: [Cl:1][C:2]1[CH:7]=[CH:6][C:5]([C@@H:8]2[O:13][C@H:12]([CH2:14]OS(C3C=CC(C)=CC=3)(=O)=O)[C@@H:11]([OH:26])[C@H:10]([OH:27])[C@H:9]2[OH:28])=[CH:4][C:3]=1[CH2:29][C:30]1[CH:35]=[CH:34][C:33]([O:36][CH2:37][CH3:38])=[CH:32][CH:31]=1.[N-:39]=[N+:40]=[N-:41].[Na+]. (5) Given the product [C:26]([O:25][C:23]([N:20]1[CH2:21][CH2:22][C@H:19]1[CH2:18][O:17][C:15]1[CH:16]=[C:11]([C:9]2[O:8][N:7]=[C:6]([CH2:5][CH2:4][C:3]([N:31]3[CH2:35][CH2:34][CH2:33][CH2:32]3)=[O:30])[CH:10]=2)[CH:12]=[N:13][CH:14]=1)=[O:24])([CH3:27])([CH3:29])[CH3:28], predict the reactants needed to synthesize it. The reactants are: CO[C:3](=[O:30])[CH2:4][CH2:5][C:6]1[CH:10]=[C:9]([C:11]2[CH:12]=[N:13][CH:14]=[C:15]([O:17][CH2:18][C@@H:19]3[CH2:22][CH2:21][N:20]3[C:23]([O:25][C:26]([CH3:29])([CH3:28])[CH3:27])=[O:24])[CH:16]=2)[O:8][N:7]=1.[NH:31]1[CH2:35][CH2:34][CH2:33][CH2:32]1. (6) Given the product [CH3:1][O:2][C:3]([C:5]1[N:10]=[C:9]([C:11]2[CH:20]=[C:19]3[C:14]([CH2:15][CH2:16][CH2:17][N:18]3[C:21]([O:23][C:24]([CH3:27])([CH3:26])[CH3:25])=[O:22])=[CH:13][CH:12]=2)[CH:8]=[CH:7][C:6]=1[C:36]1[CH:41]=[CH:40][CH:39]=[CH:38][CH:37]=1)=[O:4], predict the reactants needed to synthesize it. The reactants are: [CH3:1][O:2][C:3]([C:5]1[N:10]=[C:9]([C:11]2[CH:20]=[C:19]3[C:14]([CH2:15][CH2:16][CH2:17][N:18]3[C:21]([O:23][C:24]([CH3:27])([CH3:26])[CH3:25])=[O:22])=[CH:13][CH:12]=2)[CH:8]=[CH:7][C:6]=1OS(C(F)(F)F)(=O)=O)=[O:4].[C:36]1(B(O)O)[CH:41]=[CH:40][CH:39]=[CH:38][CH:37]=1.C([O-])([O-])=O.[K+].[K+]. (7) Given the product [F:24][C:25]1[CH:26]=[C:27]([C:2]2[CH:3]=[CH:4][C:5]([NH:8][C:9](=[O:23])[CH2:10][CH:11]3[CH2:16][CH2:15][N:14]([S:17]([CH2:20][CH2:21][CH3:22])(=[O:19])=[O:18])[CH2:13][CH2:12]3)=[N:6][CH:7]=2)[CH:28]=[C:29]([F:31])[CH:30]=1, predict the reactants needed to synthesize it. The reactants are: Br[C:2]1[CH:3]=[CH:4][C:5]([NH:8][C:9](=[O:23])[CH2:10][CH:11]2[CH2:16][CH2:15][N:14]([S:17]([CH2:20][CH2:21][CH3:22])(=[O:19])=[O:18])[CH2:13][CH2:12]2)=[N:6][CH:7]=1.[F:24][C:25]1[CH:26]=[C:27](B(O)O)[CH:28]=[C:29]([F:31])[CH:30]=1.